This data is from Experimentally validated miRNA-target interactions with 360,000+ pairs, plus equal number of negative samples. The task is: Binary Classification. Given a miRNA mature sequence and a target amino acid sequence, predict their likelihood of interaction. (1) The miRNA is mmu-miR-876-3p with sequence UAGUGGUUUACAAAGUAAUUCA. The protein sequence of the target gene is MGFLTAVTQGLVRGADRMSKWTSKRGPRTFTKSRGAKKTGIYTSDRKFVQIKEMVPEFVVPDLTGFKLKPYVNYRAPAGIDTPLTAKALFQETVAPAIEKDFKEGTFDANNLEKYGFEPTQEGKLFQLYPKNFPR. Result: 0 (no interaction). (2) The protein sequence of the target gene is MPSSTSPDEEDGLETCVLKVFDLDLKESNLVNPSNSLKAELDGSTKKKYSFAKKKAFALLVKTKQVPAPSYEFKGKRWRCCQQLFADQISIHRHVATQHAEDVYQQTASLLKQLTAALSASQSLTPTDKRSSPKDCLTPSQEVSAWLPDVSHVSPQELRSGQGDEEGEVLLYYCYCDLEDPHWVCAWQTALCHHLHLTGKIRIATEGINGTVGGSKVATRLYVEVMLSCPLFKDYLSEDDFKSSKGGSHCFPELRVGVFEEIVPMGISPSQVSYKKPGIHLSPGEFHKEIEKLLSQSSEE.... The miRNA is hsa-miR-138-5p with sequence AGCUGGUGUUGUGAAUCAGGCCG. Result: 0 (no interaction). (3) The miRNA is hsa-miR-640 with sequence AUGAUCCAGGAACCUGCCUCU. The protein sequence of the target gene is MTCLFPRALGSLALLMVVLLVQGELHVKPGGQHREDGTALQLAKRRYKREWVKFAKPCREREDNSRRNPIAKITSDFQKNQKITYRISGVGIDQPPFGIFVVDPNNGDINITAIVDREETPSFLITCRALNALGQDVERPLILTVKILDVNDNPPIFSQTIFKGEIEENSASNSLVMILNATDADEPNHMNSKIAFKIVSQEPAGMSMFLISRNTGEVRTLTSSLDREQISSYHLVVSGADNDGTGLSTQCECSIKIKDVNDNFPVLRESQYSARIEENTLNAELLRFQVTDWDEEYTDN.... Result: 0 (no interaction). (4) The miRNA is ssc-miR-221-3p with sequence AGCUACAUUGUCUGCUGGGUUU. The protein sequence of the target gene is MSSDEKGISPAHKTSTPTHRSASSSTSSQRESRQSIHVLERTASSSTEPSVSRQLLEPEPIPLSKEADSWEIIEGLKIGQTNVQKPDRHEGFMLKKRKWPLKGWHKRFFVLDNGMLKYSKAPLDIQKGKVHGSIDVGLSVMSIKKKARRIDLDTEEHIYHLKVKSQDWFDAWVSKLRHHRLYRQNEIVRSPRDASFHIFPATSTAESSPAANVSVVDGKMQPNSFPWQSPLPCSNSLPATCTTGQSKVAAWLQDSEEMDRCAEDLAHCQSNLVELSKLLQNLEILQRTQSAPNFTDMQAN.... Result: 0 (no interaction). (5) The miRNA is hsa-miR-5694 with sequence CAGAUCAUGGGACUGUCUCAG. The protein sequence of the target gene is MGGHRMVLLGGAGSPGCKRFVHLGFFVVAVSSLLSASAVTNAPGEMKKELRLAGGENNCSGRVELKIHDKWGTVCSNGWSMNEVSVVCQQLGCPTSIKALGWANSSAGSGYIWMDKVSCTGNESALWDCKHDGWGKHNCTHEKDAGVTCSDGSNLEMRLVNSAGHRCLGRVEIKFQGKWGTVCDDNFSKDHASVICKQLGCGSAISFSGSAKLGAGSGPIWLDDLACNGNESALWDCKHRGWGKHNCDHAEDVGVICLEGADLSLRLVDGVSRCSGRLEVRFQGEWGTVCDDNWDLRDAS.... Result: 0 (no interaction). (6) The miRNA is hsa-miR-4709-3p with sequence UUGAAGAGGAGGUGCUCUGUAGC. The protein sequence of the target gene is MPSGFQQIGSEDGEPPQQRVTGTLVLAVFSAVLGSLQFGYNIGVINAPQKVIEQSYNETWLGRQGPEGPSSIPPGTLTTLWALSVAIFSVGGMISSFLIGIISQWLGRKRAMLVNNVLAVLGGSLMGLANAAASYEMLILGRFLIGAYSGLTSGLVPMYVGEIAPTHLRGALGTLNQLAIVIGILIAQVLGLESLLGTASLWPLLLGLTVLPALLQLVLLPFCPESPRYLYIIQNLEGPARKSLKRLTGWADVSGVLAELKDEKRKLERERPLSLLQLLGSRTHRQPLIIAVVLQLSQQL.... Result: 1 (interaction). (7) The protein sequence of the target gene is MEASGSSSQSQDSGGVHRETEDHYQETELHKHHGKARERYKRDKSSSSSSSSSSSSSSSSSSSSSSSDSSDEDQPSRGPRKHRRRPRRDSLRGADHGELEVLKDELQLCGGAAGEMVPTGESGLRRRGSGSAEGEVEASQLRRLNIKKDDEFFHFVLLCFAIGALLVCYHYYADWFMSLGVGLLTFASLETIGIYFGLVYRIHSVLQGFIPLLQKFRLPGFRRTN. Result: 0 (no interaction). The miRNA is mmu-miR-106b-5p with sequence UAAAGUGCUGACAGUGCAGAU. (8) The miRNA is hsa-miR-302d-3p with sequence UAAGUGCUUCCAUGUUUGAGUGU. The protein sequence of the target gene is MAEPVSPLKHFVLAKKAITAIFDQLLEFVTEGSHFVEATYKNPELDRIATEDDLVEMQGYKDKLSIIGEVLSRRHMKVAFFGRTSSGKSSVINAMLWDKVLPSGIGHITNCFLSVEGTDGDKAYLMTEGSDEKKSVKTVNQLAHALHMDKDLKAGCLVRVFWPKAKCALLRDDLVLVDSPGTDVTTELDSWIDKFCLDADVFVLVANSESTLMNTEKHFFHKVNERLSKPNIFILNNRWDASASEPEYMEDVRRQHMERCLHFLVEELKVVNALEAQNRIFFVSAKEVLSARKQKAQGMP.... Result: 1 (interaction). (9) The miRNA is mmu-miR-100-5p with sequence AACCCGUAGAUCCGAACUUGUG. The protein sequence of the target gene is MKRSGTLRLLSDLSAFGGAARLRELVAGDSAVRVRGSPDGRHLLLLRPPGAVAPQLLVASRGPGAELERAWPAGQPSPLDAFFLPWPARPALVLVWESGLAEVWGAGVGPGWRPLQSTELCPGGGARVVAVAALRGRLVWCEERQARAEGPSGSPAAAFSHCVCVRTLEPSGEASTSLGRTHVLLHHCPAFGLLASCRQLFLVPTATTWPGVAHVLLIWSPGKGKVMVAAPRLGLSYSKSLNPGRGDTWDFRTLLRGLPGLLSPREPLAVHTWAPTPQGLLLLDFGGTVSLLQSHGGTRA.... Result: 0 (no interaction).